Task: Predict the reaction yield, written as a fraction of the theoretical maximum amount of product (1.0 means a 100% yield; for example, 0.34 means a 34% yield).. Dataset: Reaction yield outcomes from USPTO patents with 853,638 reactions (1) The reactants are [F:1][C:2]1[C:3]([CH3:26])=[C:4]([C:8]2[CH:17]=[C:16]3[C:11]([CH:12]=[C:13]([NH:18]C(=O)OC(C)(C)C)[N:14]=[CH:15]3)=[CH:10][N:9]=2)[CH:5]=[N:6][CH:7]=1.FC(F)(F)C(O)=O. The catalyst is ClCCCl. The product is [F:1][C:2]1[C:3]([CH3:26])=[C:4]([C:8]2[CH:17]=[C:16]3[C:11]([CH:12]=[C:13]([NH2:18])[N:14]=[CH:15]3)=[CH:10][N:9]=2)[CH:5]=[N:6][CH:7]=1. The yield is 0.980. (2) The reactants are [CH3:1][O:2][C:3]1[CH:4]=[C:5]([NH:11][C:12]2[C:13]([NH:22][S:23]([C:26]3[CH:27]=[N:28][CH:29]=[CH:30][CH:31]=3)(=[O:25])=[O:24])=[N:14][C:15]3[C:20]([N:21]=2)=[CH:19][CH:18]=[CH:17][CH:16]=3)[CH:6]=[C:7]([O:9][CH3:10])[CH:8]=1.[CH3:32][N:33]([CH3:37])[CH2:34][CH2:35][OH:36].[H-].[Na+]. The catalyst is CN(C=O)C. The product is [CH3:10][O:9][C:7]1[CH:6]=[C:5]([NH:11][C:12]2[C:13]([NH:22][S:23]([C:26]3[CH:27]=[N:28][C:29]([O:36][CH2:35][CH2:34][N:33]([CH3:37])[CH3:32])=[CH:30][CH:31]=3)(=[O:24])=[O:25])=[N:14][C:15]3[C:20]([N:21]=2)=[CH:19][CH:18]=[CH:17][CH:16]=3)[CH:4]=[C:3]([O:2][CH3:1])[CH:8]=1. The yield is 0.210.